From a dataset of Forward reaction prediction with 1.9M reactions from USPTO patents (1976-2016). Predict the product of the given reaction. (1) Given the reactants [CH2:1]([C:4]1[C:13]2[O:12][CH2:11][C:10](=S)[NH:9][C:8]=2[CH:7]=[CH:6][CH:5]=1)[CH:2]=[CH2:3].[C:15]([O:19][CH2:20][CH3:21])(=[O:18])[NH:16][NH2:17], predict the reaction product. The product is: [CH2:1]([C:4]1[C:13]2[O:12][CH2:11][C:10]([NH:17][NH:16][C:15]([O:19][CH2:20][CH3:21])=[O:18])=[N:9][C:8]=2[CH:7]=[CH:6][CH:5]=1)[CH:2]=[CH2:3]. (2) Given the reactants [O:1]=[CH:2][C:3]1[CH:11]=[CH:10][C:8]([OH:9])=[C:5]([O:6][CH3:7])[CH:4]=1.C(=O)([O-])[O-].[K+].[K+].Br[CH2:19][CH2:20][CH3:21], predict the reaction product. The product is: [CH2:19]([O:9][C:8]1[CH:10]=[CH:11][C:3]([CH:2]=[O:1])=[CH:4][C:5]=1[O:6][CH3:7])[CH2:20][CH3:21]. (3) Given the reactants [Cl:1][C:2]1[C:3]([O:32][CH3:33])=[CH:4][C:5]2[O:10][CH:9]([C:11]([N:13]3[CH2:18][CH2:17][C:16]([C:27]#[N:28])([CH2:19][C:20]4[CH:25]=[CH:24][C:23]([F:26])=[CH:22][CH:21]=4)[CH2:15][CH2:14]3)=[O:12])[CH2:8][N:7]([C:29]#[N:30])[C:6]=2[CH:31]=1.[N-:34]=[N+:35]=[N-:36].[Na+].[NH4+].[Cl-], predict the reaction product. The product is: [Cl:1][C:2]1[C:3]([O:32][CH3:33])=[CH:4][C:5]2[O:10][CH:9]([C:11]([N:13]3[CH2:18][CH2:17][C:16]([CH2:19][C:20]4[CH:25]=[CH:24][C:23]([F:26])=[CH:22][CH:21]=4)([C:27]#[N:28])[CH2:15][CH2:14]3)=[O:12])[CH2:8][N:7]([C:29]3[N:34]=[N:35][NH:36][N:30]=3)[C:6]=2[CH:31]=1. (4) Given the reactants Br[C:2]1[CH:3]=[C:4]([C:8]([C:10]2[C:14]3[CH:15]=[N:16][CH:17]=[CH:18][C:13]=3[N:12]([CH:19]([CH3:21])[CH3:20])[CH:11]=2)=[O:9])[CH:5]=[N:6][CH:7]=1.[NH3:22], predict the reaction product. The product is: [NH2:22][C:2]1[CH:3]=[C:4]([C:8]([C:10]2[C:14]3[CH:15]=[N:16][CH:17]=[CH:18][C:13]=3[N:12]([CH:19]([CH3:21])[CH3:20])[CH:11]=2)=[O:9])[CH:5]=[N:6][CH:7]=1.